Dataset: Forward reaction prediction with 1.9M reactions from USPTO patents (1976-2016). Task: Predict the product of the given reaction. (1) Given the reactants FC(F)(F)C(O)=O.C(O[C:13](=O)[N:14]([C@@H:16]([C:28](=[O:45])[N:29]([C@H:31]([CH2:38][C:39]1[CH:44]=[CH:43][CH:42]=[CH:41][CH:40]=1)[CH2:32][NH:33][S:34]([CH3:37])(=[O:36])=[O:35])[CH3:30])[CH2:17][C:18]1[CH:27]=[CH:26][C:25]2[C:20](=[CH:21][CH:22]=[CH:23][CH:24]=2)[CH:19]=1)C)(C)(C)C, predict the reaction product. The product is: [CH3:30][N:29]([C@H:31]([CH2:38][C:39]1[CH:44]=[CH:43][CH:42]=[CH:41][CH:40]=1)[CH2:32][NH:33][S:34]([CH3:37])(=[O:35])=[O:36])[C:28](=[O:45])[C@H:16]([NH:14][CH3:13])[CH2:17][C:18]1[CH:27]=[CH:26][C:25]2[C:20](=[CH:21][CH:22]=[CH:23][CH:24]=2)[CH:19]=1. (2) Given the reactants Cl[S:2]([N:5]=[C:6]=[O:7])(=[O:4])=[O:3].[C:8]([OH:12])([CH3:11])([CH3:10])[CH3:9].[C:13]([O:17][C:18](=[O:36])[CH2:19][NH:20][C:21]1[CH:26]=[CH:25][C:24]([I:27])=[CH:23][C:22]=1[O:28][CH2:29][C:30]1[CH:35]=[CH:34][CH:33]=[CH:32][CH:31]=1)([CH3:16])([CH3:15])[CH3:14].C(N(CC)CC)C, predict the reaction product. The product is: [C:13]([O:17][C:18](=[O:36])[CH2:19][N:20]([S:2](=[O:4])(=[O:3])[NH:5][C:6]([O:12][C:8]([CH3:11])([CH3:10])[CH3:9])=[O:7])[C:21]1[CH:26]=[CH:25][C:24]([I:27])=[CH:23][C:22]=1[O:28][CH2:29][C:30]1[CH:31]=[CH:32][CH:33]=[CH:34][CH:35]=1)([CH3:16])([CH3:14])[CH3:15]. (3) Given the reactants [CH2:1]([O:3][C:4]([CH:6]1[CH2:10][CH2:9][N:8]([C:11](=[O:13])[CH3:12])[CH:7]1[C:14]1[CH:19]=[CH:18][C:17]([N+:20]([O-])=O)=[CH:16][CH:15]=1)=[O:5])[CH3:2], predict the reaction product. The product is: [CH2:1]([O:3][C:4]([CH:6]1[CH2:10][CH2:9][N:8]([C:11](=[O:13])[CH3:12])[CH:7]1[C:14]1[CH:15]=[CH:16][C:17]([NH2:20])=[CH:18][CH:19]=1)=[O:5])[CH3:2]. (4) Given the reactants [Br:1]Br.[CH3:3][C:4]1[S:8][C:7]([C:9]([OH:11])=[O:10])=[CH:6][CH:5]=1, predict the reaction product. The product is: [Br:1][C:5]1[CH:6]=[C:7]([C:9]([OH:11])=[O:10])[S:8][C:4]=1[CH3:3]. (5) Given the reactants Cl[C:2]1[C:11]2[C:6](=[CH:7][CH:8]=[CH:9][CH:10]=2)[N:5]=[C:4]([CH3:12])[N:3]=1.[CH3:13][S:14][C:15]1[CH:21]=[CH:20][C:18]([NH2:19])=[CH:17][CH:16]=1.C([O-])(=O)C.[Na+], predict the reaction product. The product is: [CH3:13][S:14][C:15]1[CH:21]=[CH:20][C:18]([NH:19][C:2]2[C:11]3[C:6](=[CH:7][CH:8]=[CH:9][CH:10]=3)[N:5]=[C:4]([CH3:12])[N:3]=2)=[CH:17][CH:16]=1. (6) Given the reactants [CH2:1]([C:3]1[C:8]([CH:9]([CH2:14][CH2:15][CH3:16])[C:10]([O:12]C)=[O:11])=[C:7]([C:17]2[CH:22]=[CH:21][C:20]([CH3:23])=[CH:19][CH:18]=2)[N:6]=[C:5]([N:24]2[CH2:29][CH2:28][CH2:27][CH2:26][CH2:25]2)[N:4]=1)[CH3:2].[OH-].[Na+], predict the reaction product. The product is: [CH2:1]([C:3]1[C:8]([CH:9]([CH2:14][CH2:15][CH3:16])[C:10]([OH:12])=[O:11])=[C:7]([C:17]2[CH:18]=[CH:19][C:20]([CH3:23])=[CH:21][CH:22]=2)[N:6]=[C:5]([N:24]2[CH2:25][CH2:26][CH2:27][CH2:28][CH2:29]2)[N:4]=1)[CH3:2]. (7) Given the reactants [CH3:1][O:2][C:3]1[C:8]([C:9](=[O:17])SC2C=CC=CN=2)=[CH:7][CH:6]=[CH:5][N:4]=1.[Li+].C[Si]([N-][Si](C)(C)C)(C)C.[C:28](=[O:35])([S:30][C:31]([CH3:34])([CH3:33])[CH3:32])[CH3:29].Cl, predict the reaction product. The product is: [CH3:1][O:2][C:3]1[C:8]([C:9](=[O:17])[CH2:29][C:28](=[O:35])[S:30][C:31]([CH3:34])([CH3:33])[CH3:32])=[CH:7][CH:6]=[CH:5][N:4]=1. (8) Given the reactants [C:1]([N:8]([CH3:27])[CH:9]1[CH2:14][CH2:13][CH:12]([NH:15][CH2:16][C:17]2[CH:18]=[C:19](B(O)O)[CH:20]=[CH:21][C:22]=2[F:23])[CH2:11][CH2:10]1)([O:3][C:4]([CH3:7])([CH3:6])[CH3:5])=[O:2].Br[C:29]1[CH:34]=[CH:33][C:32]([N:35]([CH3:38])[CH:36]=[O:37])=[CH:31][CH:30]=1, predict the reaction product. The product is: [C:4]([O:3][C:1](=[O:2])[N:8]([CH:9]1[CH2:14][CH2:13][CH:12]([NH:15][CH2:16][C:17]2[CH:18]=[C:19]([C:29]3[CH:34]=[CH:33][C:32]([N:35]([CH:36]=[O:37])[CH3:38])=[CH:31][CH:30]=3)[CH:20]=[CH:21][C:22]=2[F:23])[CH2:11][CH2:10]1)[CH3:27])([CH3:7])([CH3:6])[CH3:5]. (9) Given the reactants [ClH:1].O[CH:3]([C:23]1[CH:24]=[CH:25][C:26]2[O:31][CH2:30][C:29](=[O:32])[NH:28][C:27]=2[CH:33]=1)[CH2:4][CH2:5][N:6]1[CH2:11][CH2:10][N:9]([C:12]2[CH:21]=[CH:20][CH:19]=[C:18]3[C:13]=2[CH:14]=[CH:15][C:16]([CH3:22])=[N:17]3)[CH2:8][CH2:7]1.C1(C)C=CC(S(O)(=O)=O)=CC=1, predict the reaction product. The product is: [ClH:1].[CH3:22][C:16]1[CH:15]=[CH:14][C:13]2[C:18](=[CH:19][CH:20]=[CH:21][C:12]=2[N:9]2[CH2:8][CH2:7][N:6]([CH2:5]/[CH:4]=[CH:3]/[C:23]3[CH:24]=[CH:25][C:26]4[O:31][CH2:30][C:29](=[O:32])[NH:28][C:27]=4[CH:33]=3)[CH2:11][CH2:10]2)[N:17]=1. (10) Given the reactants [N:1]1[CH:6]=[CH:5][CH:4]=[C:3]([O:7][CH:8]([C:10]2[CH:18]=[CH:17][C:13]([C:14]([OH:16])=O)=[CH:12][N:11]=2)[CH3:9])[CH:2]=1.C(N(CC)CC)C.[NH2:26][CH2:27][C:28]1[C:29]([OH:36])=[N:30][C:31]([CH3:35])=[CH:32][C:33]=1[CH3:34], predict the reaction product. The product is: [OH:36][C:29]1[C:28]([CH2:27][NH:26][C:14](=[O:16])[C:13]2[CH:17]=[CH:18][C:10]([CH:8]([O:7][C:3]3[CH:2]=[N:1][CH:6]=[CH:5][CH:4]=3)[CH3:9])=[N:11][CH:12]=2)=[C:33]([CH3:34])[CH:32]=[C:31]([CH3:35])[N:30]=1.